The task is: Predict the reactants needed to synthesize the given product.. This data is from Full USPTO retrosynthesis dataset with 1.9M reactions from patents (1976-2016). (1) The reactants are: [C:1]([O:5][C:6]([N:8]1[CH2:17][CH2:16][C:15]2[C:10](=[CH:11][CH:12]=[C:13]([C:18](O)=[O:19])[CH:14]=2)[CH2:9]1)=[O:7])([CH3:4])([CH3:3])[CH3:2].[NH2:21][C:22]1[CH:27]=[CH:26][CH:25]=[CH:24][CH:23]=1.C(P1(=O)OP(CCC)(=O)OP(CCC)(=O)O1)CC.CN(C=O)C. Given the product [C:22]1([NH:21][C:18]([C:13]2[CH:14]=[C:15]3[C:16](=[CH:11][CH:12]=2)[CH2:17][N:8]([C:6]([O:5][C:1]([CH3:4])([CH3:2])[CH3:3])=[O:7])[CH2:9][CH2:10]3)=[O:19])[CH:27]=[CH:26][CH:25]=[CH:24][CH:23]=1, predict the reactants needed to synthesize it. (2) Given the product [CH2:9]([C:11]1([CH2:15][O:1][CH2:2][CH:3]([OH:4])[CH2:5][OH:6])[CH2:14][O:13][CH2:12]1)[CH3:10], predict the reactants needed to synthesize it. The reactants are: [OH:1][CH2:2][CH:3]([CH2:5][OH:6])[OH:4].[OH-].[Na+].[CH2:9]([C:11]1([CH2:15]OS(C)(=O)=O)[CH2:14][O:13][CH2:12]1)[CH3:10].Cl. (3) Given the product [CH2:3]([O:10][C:11](=[O:24])[CH2:12][O:13][C:14]1[CH:22]=[CH:21][CH:20]=[C:19]2[C:15]=1[CH:16]=[C:17]([CH3:23])[N:18]2[CH2:37][CH2:36][CH2:35][CH2:34][CH2:33][CH2:32][CH2:31][CH2:30][CH2:29][CH2:28][CH2:27][CH2:26][Br:25])[C:4]1[CH:9]=[CH:8][CH:7]=[CH:6][CH:5]=1, predict the reactants needed to synthesize it. The reactants are: [H-].[Na+].[CH2:3]([O:10][C:11](=[O:24])[CH2:12][O:13][C:14]1[CH:22]=[CH:21][CH:20]=[C:19]2[C:15]=1[CH:16]=[C:17]([CH3:23])[NH:18]2)[C:4]1[CH:9]=[CH:8][CH:7]=[CH:6][CH:5]=1.[Br:25][CH:26](Br)[CH2:27][CH2:28][CH2:29][CH2:30][CH2:31][CH2:32][CH2:33][CH2:34][CH2:35][CH2:36][CH3:37]. (4) Given the product [OH:28][C@H:21]([C:22]1[CH:27]=[CH:26][CH:25]=[CH:24][CH:23]=1)[C:29]([N:7]([C:4]1[CH:3]=[CH:2][C:1]([CH3:20])=[CH:6][CH:5]=1)[CH2:8][CH2:9][C:10]1[CH:11]=[N:12][C:13]([C:16]([F:19])([F:17])[F:18])=[CH:14][CH:15]=1)=[O:30], predict the reactants needed to synthesize it. The reactants are: [C:1]1([CH3:20])[CH:6]=[CH:5][C:4]([NH:7][CH2:8][CH2:9][C:10]2[CH:11]=[N:12][C:13]([C:16]([F:19])([F:18])[F:17])=[CH:14][CH:15]=2)=[CH:3][CH:2]=1.[C:21]([C:29](O)=[O:30])(=[O:28])[C:22]1[CH:27]=[CH:26][CH:25]=[CH:24][CH:23]=1. (5) Given the product [C:1]([O:5][C:6]([N:8]1[CH2:12][CH2:11][C@H:10]([CH:13]=[O:14])[CH2:9]1)=[O:7])([CH3:4])([CH3:3])[CH3:2], predict the reactants needed to synthesize it. The reactants are: [C:1]([O:5][C:6]([N:8]1[CH2:12][CH2:11][C@H:10]([CH2:13][OH:14])[CH2:9]1)=[O:7])([CH3:4])([CH3:3])[CH3:2].[Br-].[K+].C(=O)(O)[O-].[Na+].Cl[O-].[Na+].